This data is from CYP2D6 inhibition data for predicting drug metabolism from PubChem BioAssay. The task is: Regression/Classification. Given a drug SMILES string, predict its absorption, distribution, metabolism, or excretion properties. Task type varies by dataset: regression for continuous measurements (e.g., permeability, clearance, half-life) or binary classification for categorical outcomes (e.g., BBB penetration, CYP inhibition). Dataset: cyp2d6_veith. (1) The result is 1 (inhibitor). The compound is CCOC(=O)c1ccc(OC(=O)CCCCCN=C(N)N)cc1.CS(=O)(=O)O. (2) The molecule is Cc1cc(C(=O)N/N=C/C=C/c2ccc3c(c2)OCO3)n[nH]1. The result is 0 (non-inhibitor). (3) The drug is CCC(=O)NCCNC(=O)c1c(SC)nsc1SC. The result is 0 (non-inhibitor). (4) The drug is CC(C)C(=O)C(C)(C)CCc1ccccn1. The result is 0 (non-inhibitor). (5) The compound is Oc1ccc(-c2nc(-c3ccc(F)cc3)c(-c3ccncc3)[nH]2)cc1. The result is 1 (inhibitor).